This data is from Experimentally validated miRNA-target interactions with 360,000+ pairs, plus equal number of negative samples. The task is: Binary Classification. Given a miRNA mature sequence and a target amino acid sequence, predict their likelihood of interaction. (1) The miRNA is mmu-miR-1962 with sequence AGAGGCUGGCACUGGGACACAU. The protein sequence of the target gene is MTDQAFVTLTTNDAYAKGALVLGSSLKQHRTTRRLVVLATPQVSDSMRKVLETVFDEVIMVDVLDSGDSAHLTLMKRPELGVTLTKLHCWSLTQYSKCVFMDADTLVLANIDDLFDREELSAAPDPGWPDCFNSGVFVYQPSVETYNQLLHLASEQGSFDGGDQGILNTFFSSWATTDIRKHLPFIYNLSSISIYSYLPAFKVFGASAKVVHFLGRVKPWNYTYDPKTKSVKSEAHDPNMTHPEFLILWWNIFTTNVLPLLQQFGLVKDTCSYVNVLSDLVYTLAFSCGFCRKEDVSGAI.... Result: 0 (no interaction). (2) The miRNA is hsa-miR-4798-5p with sequence UUCGGUAUACUUUGUGAAUUGG. The protein sequence of the target gene is MKTMATRKRCKLSRTGPEFENVIKRLLCARTFHTRIGGDLTHGIINRGRRANAEQMGLQGSAQHFNIFPLDLWTQGKKTEVQKREGTDSIPAAGRSGTANQPSIAPHRCLFSRGITALDGLKRGRGCNGAAHLVRGDAWKTKLGEPWVSIALALAGPGAILILELSWFLG. Result: 1 (interaction).